This data is from Reaction yield outcomes from USPTO patents with 853,638 reactions. The task is: Predict the reaction yield, written as a fraction of the theoretical maximum amount of product (1.0 means a 100% yield; for example, 0.34 means a 34% yield). (1) The yield is 0.890. The catalyst is C(Cl)Cl. The reactants are [CH3:1][C@@H:2]([NH2:11])[C@H:3]([OH:10])[C:4]1[CH:9]=[CH:8][CH:7]=[CH:6][CH:5]=1.Cl[C:13](Cl)([O:15]C(=O)OC(Cl)(Cl)Cl)Cl. The product is [CH3:1][C@H:2]1[C@H:3]([C:4]2[CH:5]=[CH:6][CH:7]=[CH:8][CH:9]=2)[O:10][C:13](=[O:15])[NH:11]1. (2) The reactants are [NH2:1][C:2]1[N:7]=[CH:6][C:5]([N:8]2[CH2:13][CH2:12][N:11]([C:14]([O:16][C:17]([CH3:20])([CH3:19])[CH3:18])=[O:15])[CH2:10][C@@H:9]2[CH3:21])=[CH:4][CH:3]=1.Br[C:23]1[C:24]([O:30][CH3:31])=[N:25][CH:26]=[C:27]([Cl:29])[CH:28]=1.CC1(C)C2C(=C(P(C3C=CC=CC=3)C3C=CC=CC=3)C=CC=2)OC2C(P(C3C=CC=CC=3)C3C=CC=CC=3)=CC=CC1=2.C(=O)([O-])[O-].[Cs+].[Cs+]. The catalyst is C1C=CC(/C=C/C(/C=C/C2C=CC=CC=2)=O)=CC=1.C1C=CC(/C=C/C(/C=C/C2C=CC=CC=2)=O)=CC=1.C1C=CC(/C=C/C(/C=C/C2C=CC=CC=2)=O)=CC=1.[Pd].[Pd].O1CCOCC1. The product is [Cl:29][C:27]1[CH:28]=[C:23]([NH:1][C:2]2[N:7]=[CH:6][C:5]([N:8]3[CH2:13][CH2:12][N:11]([C:14]([O:16][C:17]([CH3:20])([CH3:19])[CH3:18])=[O:15])[CH2:10][C@@H:9]3[CH3:21])=[CH:4][CH:3]=2)[C:24]([O:30][CH3:31])=[N:25][CH:26]=1. The yield is 0.570.